From a dataset of Forward reaction prediction with 1.9M reactions from USPTO patents (1976-2016). Predict the product of the given reaction. Given the reactants [N:1]1[CH:2]=[CH:3][N:4]2[C:9]=1[CH:8]=[CH:7][C:6]([O:10][C:11]1[CH:12]=[C:13]([CH:15]=[CH:16][CH:17]=1)[NH2:14])=[N:5]2.C(N(CC)CC)C.[F:25][C:26]([F:37])([F:36])[C:27]1[CH:32]=[CH:31][C:30]([N:33]=[C:34]=[O:35])=[CH:29][CH:28]=1, predict the reaction product. The product is: [N:1]1[CH:2]=[CH:3][N:4]2[C:9]=1[CH:8]=[CH:7][C:6]([O:10][C:11]1[CH:12]=[C:13]([NH:14][C:34]([NH:33][C:30]3[CH:29]=[CH:28][C:27]([C:26]([F:25])([F:36])[F:37])=[CH:32][CH:31]=3)=[O:35])[CH:15]=[CH:16][CH:17]=1)=[N:5]2.